This data is from Forward reaction prediction with 1.9M reactions from USPTO patents (1976-2016). The task is: Predict the product of the given reaction. Given the reactants Br[C:2]1[C:3]([NH2:14])=[N:4][CH:5]=[C:6]([CH:8]2[CH2:13][CH2:12][O:11][CH2:10][CH2:9]2)[CH:7]=1.B([C:18]1[CH:26]=[CH:25][C:21]([C:22]([OH:24])=[O:23])=[C:20]([F:27])[CH:19]=1)(O)O.C([O-])([O-])=O.[Na+].[Na+], predict the reaction product. The product is: [NH2:14][C:3]1[C:2]([C:18]2[CH:26]=[CH:25][C:21]([C:22]([OH:24])=[O:23])=[C:20]([F:27])[CH:19]=2)=[CH:7][C:6]([CH:8]2[CH2:13][CH2:12][O:11][CH2:10][CH2:9]2)=[CH:5][N:4]=1.